This data is from CYP2D6 inhibition data for predicting drug metabolism from PubChem BioAssay. The task is: Regression/Classification. Given a drug SMILES string, predict its absorption, distribution, metabolism, or excretion properties. Task type varies by dataset: regression for continuous measurements (e.g., permeability, clearance, half-life) or binary classification for categorical outcomes (e.g., BBB penetration, CYP inhibition). Dataset: cyp2d6_veith. (1) The compound is CC1=C(C(=O)Nc2ccccc2)C(c2ccco2)NC(=S)N1. The result is 0 (non-inhibitor). (2) The molecule is CC#C[C@]1(O)CC[C@H]2[C@@H]3CCC4=CC(=O)CCC4=C3[C@H](c3ccc(N(C)C)cc3)C[C@@]21C. The result is 1 (inhibitor).